From a dataset of Reaction yield outcomes from USPTO patents with 853,638 reactions. Predict the reaction yield, written as a fraction of the theoretical maximum amount of product (1.0 means a 100% yield; for example, 0.34 means a 34% yield). (1) The reactants are C([O:3][C:4](=[O:35])[CH:5]([O:32][CH2:33][CH3:34])[CH2:6][C:7]1[CH:12]=[CH:11][C:10]([O:13][CH2:14][CH2:15][O:16][CH:17]2[C:23]3[CH:24]=[CH:25][CH:26]=[CH:27][C:22]=3[CH2:21][S:20][C:19]3[CH:28]=[CH:29][CH:30]=[CH:31][C:18]2=3)=[CH:9][CH:8]=1)C.[OH-].[Na+]. The catalyst is C(O)C. The product is [CH:31]1[C:18]2[CH:17]([O:16][CH2:15][CH2:14][O:13][C:10]3[CH:11]=[CH:12][C:7]([CH2:6][CH:5]([O:32][CH2:33][CH3:34])[C:4]([OH:35])=[O:3])=[CH:8][CH:9]=3)[C:23]3[CH:24]=[CH:25][CH:26]=[CH:27][C:22]=3[CH2:21][S:20][C:19]=2[CH:28]=[CH:29][CH:30]=1. The yield is 0.620. (2) The product is [CH2:1]([O:8][N:9]1[C:15](=[O:16])[N:14]2[CH2:17][C@H:10]1[CH2:11][CH2:12][C@H:13]2[C:18]1[O:19][C:22]([CH2:23][CH:24]2[CH2:25][CH:26]([NH:28][C:29](=[O:35])[O:30][C:31]([CH3:34])([CH3:33])[CH3:32])[CH2:27]2)=[N:21][N:20]=1)[C:2]1[CH:7]=[CH:6][CH:5]=[CH:4][CH:3]=1. The reactants are [CH2:1]([O:8][N:9]1[C:15](=[O:16])[N:14]2[CH2:17][C@H:10]1[CH2:11][CH2:12][C@H:13]2[C:18]([NH:20][NH:21][C:22](=O)[CH2:23][CH:24]1[CH2:27][CH:26]([NH:28][C:29](=[O:35])[O:30][C:31]([CH3:34])([CH3:33])[CH3:32])[CH2:25]1)=[O:19])[C:2]1[CH:7]=[CH:6][CH:5]=[CH:4][CH:3]=1.N1C=CC=CC=1.O(S(C(F)(F)F)(=O)=O)S(C(F)(F)F)(=O)=O.C([O-])(O)=O.[Na+]. The catalyst is C(Cl)Cl. The yield is 0.480. (3) The reactants are Br[C:2]1[CH:3]=[C:4]([C:8]2[N:9]([C:13]3[C:18]([CH:19]([CH3:21])[CH3:20])=[CH:17][CH:16]=[CH:15][C:14]=3[CH:22]([CH3:24])[CH3:23])[CH:10]=[CH:11][N:12]=2)[CH:5]=[CH:6][CH:7]=1.CC(C)([O-])C.[Na+].[C:31]1([NH:37][C:38]2[CH:43]=[CH:42][CH:41]=[C:40]([C:44]3[CH:49]=[CH:48][CH:47]=[CH:46][N:45]=3)[CH:39]=2)[CH:36]=[CH:35][CH:34]=[CH:33][CH:32]=1.ClCCl. The catalyst is C1(C)C(C)=CC=CC=1.C1C=CC(/C=C/C(/C=C/C2C=CC=CC=2)=O)=CC=1.C1C=CC(/C=C/C(/C=C/C2C=CC=CC=2)=O)=CC=1.C1C=CC(/C=C/C(/C=C/C2C=CC=CC=2)=O)=CC=1.[Pd].[Pd].C1(P(C2CCCCC2)C2C=CC=CC=2C2C(OC)=CC=CC=2OC)CCCCC1. The product is [CH:22]([C:14]1[CH:15]=[CH:16][CH:17]=[C:18]([CH:19]([CH3:21])[CH3:20])[C:13]=1[N:9]1[CH:10]=[CH:11][N:12]=[C:8]1[C:4]1[CH:3]=[C:2]([CH:7]=[CH:6][CH:5]=1)[N:37]([C:31]1[CH:32]=[CH:33][CH:34]=[CH:35][CH:36]=1)[C:38]1[CH:43]=[CH:42][CH:41]=[C:40]([C:44]2[CH:49]=[CH:48][CH:47]=[CH:46][N:45]=2)[CH:39]=1)([CH3:24])[CH3:23]. The yield is 0.910.